Dataset: Full USPTO retrosynthesis dataset with 1.9M reactions from patents (1976-2016). Task: Predict the reactants needed to synthesize the given product. (1) Given the product [CH2:30]([NH:29][C:27]([C:26]1[CH:32]=[CH:33][C:23]([N:20]2[C:12]([CH2:11][CH2:10][CH2:9][CH2:8][CH2:7][C:1]3[CH:2]=[CH:3][CH:4]=[CH:5][CH:6]=3)=[C:13]([C:14]([OH:16])=[O:15])[N:22]=[N:21]2)=[CH:24][CH:25]=1)=[O:28])[CH3:31], predict the reactants needed to synthesize it. The reactants are: [C:1]1([CH2:7][CH2:8][CH2:9][CH2:10][CH2:11][C:12](=O)[CH2:13][C:14]([O:16]CC)=[O:15])[CH:6]=[CH:5][CH:4]=[CH:3][CH:2]=1.[N:20]([C:23]1[CH:33]=[CH:32][C:26]([C:27]([NH:29][CH2:30][CH3:31])=[O:28])=[CH:25][CH:24]=1)=[N+:21]=[N-:22].[O-]CC.[Na+].O. (2) Given the product [CH:16]([O:15][CH:4]([CH2:5][C:6]1[CH:7]=[C:8]2[C:12](=[CH:13][CH:14]=1)[N:11]([CH2:21][C:22]1[N:23]=[C:24]([C:28]3[CH:33]=[CH:32][CH:31]=[CH:30][C:29]=3[CH3:34])[O:25][C:26]=1[CH3:27])[CH:10]=[CH:9]2)[C:3]([OH:2])=[O:19])([CH3:18])[CH3:17], predict the reactants needed to synthesize it. The reactants are: C[O:2][C:3](=[O:19])[CH:4]([O:15][CH:16]([CH3:18])[CH3:17])[CH2:5][C:6]1[CH:7]=[C:8]2[C:12](=[CH:13][CH:14]=1)[NH:11][CH:10]=[CH:9]2.Cl[CH2:21][C:22]1[N:23]=[C:24]([C:28]2[CH:33]=[CH:32][CH:31]=[CH:30][C:29]=2[CH3:34])[O:25][C:26]=1[CH3:27]. (3) Given the product [N:20]([C:2]([CH3:14])([CH3:1])[CH:3]=[C:4]1[CH2:9][C:8]([CH3:11])([CH3:10])[CH2:7][C:6]([CH3:13])([CH3:12])[CH2:5]1)=[N+:21]=[N-:22], predict the reactants needed to synthesize it. The reactants are: [CH3:1][C:2](O)([CH3:14])[CH:3]=[C:4]1[CH2:9][C:8]([CH3:11])([CH3:10])[CH2:7][C:6]([CH3:13])([CH3:12])[CH2:5]1.[Si]([N:20]=[N+:21]=[N-:22])(C)(C)C. (4) The reactants are: CC([O-])(C)C.[K+].[F:7][C:8]([F:27])([F:26])[S:9](N(C1C=CC=CC=1)[S:9]([C:8]([F:27])([F:26])[F:7])(=[O:11])=[O:10])(=[O:11])=[O:10].[OH:28][C:29]1[CH:36]=[CH:35][C:32]([C:33]#[N:34])=[C:31]([S:37][CH3:38])[N:30]=1.O. Given the product [F:7][C:8]([F:27])([F:26])[S:9]([O:28][C:29]1[CH:36]=[CH:35][C:32]([C:33]#[N:34])=[C:31]([S:37][CH3:38])[N:30]=1)(=[O:11])=[O:10], predict the reactants needed to synthesize it. (5) Given the product [CH2:9]([O:8][P:4]([C:2]([F:3])([F:1])[C:47]([OH:51])([C:45]1[CH:44]=[CH:43][N:42]=[C:41]([O:40][CH:24]2[CH2:23][CH2:22][CH:21]([CH3:20])[N:26]([C:27](=[O:28])[C:29]3[CH:34]=[CH:33][CH:32]=[CH:31][C:30]=3[N:35]3[N:36]=[CH:37][CH:38]=[N:39]3)[CH2:25]2)[CH:46]=1)[CH3:48])(=[O:11])[O:5][CH2:6][CH3:7])[CH3:10], predict the reactants needed to synthesize it. The reactants are: [F:1][CH:2]([P:4](=[O:11])([O:8][CH2:9][CH3:10])[O:5][CH2:6][CH3:7])[F:3].[Li+].CC([N-]C(C)C)C.[CH3:20][C@H:21]1[N:26]([C:27]([C:29]2[CH:34]=[CH:33][CH:32]=[CH:31][C:30]=2[N:35]2[N:39]=[CH:38][CH:37]=[N:36]2)=[O:28])[CH2:25][C@H:24]([O:40][C:41]2[CH:46]=[C:45]([C:47]([OH:51])(CC)[CH3:48])[CH:44]=[CH:43][N:42]=2)[CH2:23][CH2:22]1. (6) Given the product [NH2:44][C:41]1[N:42]=[CH:43][C:38]([C:2]2[N:3]=[C:4]([N:24]3[CH2:29][CH2:28][O:27][CH2:26][CH2:25]3)[C:5]3[S:10][C:9]([C:11]4[CH:12]=[C:13]([NH:17][CH2:18][CH2:19][O:20][CH2:21][CH2:22][OH:23])[CH:14]=[CH:15][CH:16]=4)=[CH:8][C:6]=3[N:7]=2)=[CH:39][N:40]=1, predict the reactants needed to synthesize it. The reactants are: Cl[C:2]1[N:3]=[C:4]([N:24]2[CH2:29][CH2:28][O:27][CH2:26][CH2:25]2)[C:5]2[S:10][C:9]([C:11]3[CH:12]=[C:13]([NH:17][CH2:18][CH2:19][O:20][CH2:21][CH2:22][OH:23])[CH:14]=[CH:15][CH:16]=3)=[CH:8][C:6]=2[N:7]=1.CC1(C)C(C)(C)OB([C:38]2[CH:39]=[N:40][C:41]([NH2:44])=[N:42][CH:43]=2)O1.CC([O-])=O.[K+]. (7) Given the product [C:26]([O:25][C:23]([N:22]1[C:21]2[CH:30]=[CH:31][CH:32]=[C:33]([N:34]3[CH2:39][CH2:38][N:37]([CH3:40])[CH2:36][CH2:35]3)[C:20]=2[N:19]=[C:18]1[C:6]1[C:5]2[C:9](=[CH:10][C:2]([C:54]3[CH:53]=[CH:52][C:51]([CH2:50][NH:49][C:47]([O:46][C:42]([CH3:45])([CH3:44])[CH3:43])=[O:48])=[CH:56][CH:55]=3)=[CH:3][CH:4]=2)[N:8]([C:11]([O:13][C:14]([CH3:15])([CH3:16])[CH3:17])=[O:12])[N:7]=1)=[O:24])([CH3:28])([CH3:27])[CH3:29], predict the reactants needed to synthesize it. The reactants are: Br[C:2]1[CH:10]=[C:9]2[C:5]([C:6]([C:18]3[N:22]([C:23]([O:25][C:26]([CH3:29])([CH3:28])[CH3:27])=[O:24])[C:21]4[CH:30]=[CH:31][CH:32]=[C:33]([N:34]5[CH2:39][CH2:38][N:37]([CH3:40])[CH2:36][CH2:35]5)[C:20]=4[N:19]=3)=[N:7][N:8]2[C:11]([O:13][C:14]([CH3:17])([CH3:16])[CH3:15])=[O:12])=[CH:4][CH:3]=1.O.[C:42]([O:46][C:47]([NH:49][CH2:50][C:51]1[CH:56]=[CH:55][C:54](B(O)O)=[CH:53][CH:52]=1)=[O:48])([CH3:45])([CH3:44])[CH3:43].C([O-])([O-])=O.[Na+].[Na+]. (8) Given the product [N+:1]([C:4]1[CH:13]=[C:12]2[C:7]([CH:8]=[CH:9][CH:10]=[N:11]2)=[CH:6][CH:5]=1)([O-:3])=[O:2], predict the reactants needed to synthesize it. The reactants are: [N+:1]([C:4]1[CH:13]=[C:12]2[C:7]([CH2:8][CH2:9][CH2:10][NH:11]2)=[CH:6][CH:5]=1)([O-:3])=[O:2].ClC1C(=O)C(C#N)=C(C#N)C(=O)C=1Cl.